Predict the reaction yield, written as a fraction of the theoretical maximum amount of product (1.0 means a 100% yield; for example, 0.34 means a 34% yield). From a dataset of Reaction yield outcomes from USPTO patents with 853,638 reactions. (1) The reactants are [CH3:1][O:2][C:3]1[CH:11]=[C:10]([O:12][CH3:13])[CH:9]=[C:8]2[C:4]=1[C:5](=[O:14])[CH2:6][NH:7]2.[C:15]([O-])([O-])=[O:16].[K+].[K+]. The catalyst is CC(C)=O. The product is [CH3:1][O:2][C:3]1[C:11]([O:16][CH3:15])=[C:10]([O:12][CH3:13])[CH:9]=[C:8]2[C:4]=1[C:5](=[O:14])[CH2:6][NH:7]2. The yield is 0.210. (2) The reactants are ClC1C=CC=CC=1C([N:10]([C:14]1[C:15]([C:19]2[CH:24]=[CH:23][C:22]([CH2:25]Cl)=[CH:21][CH:20]=2)=[N:16][O:17][CH:18]=1)[C:11](=[O:13])[O-:12])C.[ClH:27].[NH2:28][CH2:29][CH2:30][C:31]([O:33][CH3:34])=[O:32].[C:35](=[O:38])([O-])[O-:36].[K+].[K+].Cl. The catalyst is CN(C)C=O. The product is [Cl:27][C:20]1[CH:21]=[CH:22][CH:23]=[CH:24][C:19]=1[CH:15]([O:12][C:11]([NH:10][C:14]1[C:15]([C:19]2[CH:20]=[CH:21][C:22]([CH2:25][O:36][C:35]([NH:28][CH2:29][CH2:30][C:31]([O:33][CH3:34])=[O:32])=[O:38])=[CH:23][CH:24]=2)=[N:16][O:17][CH:18]=1)=[O:13])[CH3:14]. The yield is 0.110. (3) The reactants are [F:1][C:2]1[CH:3]=[C:4]([C:10]2[CH2:14][O:13][C:12](=[O:15])[C:11]=2[C:16]2[CH:21]=[CH:20][CH:19]=[CH:18][CH:17]=2)[CH:5]=[CH:6][C:7]=1[S:8][CH3:9].[OH2:22].[OH2:23].O.O.O.O.[Mg+2].C(O[O-])(=O)C1C(=CC=CC=1)C([O-])=O. The catalyst is C(Cl)Cl.CO. The product is [F:1][C:2]1[CH:3]=[C:4]([C:10]2[CH2:14][O:13][C:12](=[O:15])[C:11]=2[C:16]2[CH:17]=[CH:18][CH:19]=[CH:20][CH:21]=2)[CH:5]=[CH:6][C:7]=1[S:8]([CH3:9])(=[O:23])=[O:22]. The yield is 0.320. (4) The reactants are [Cl:1][C:2]1[CH:3]=[CH:4][C:5]([O:26][CH2:27][CH:28]([CH3:30])[CH3:29])=[C:6]([CH2:8][N:9]2[C:13]([CH3:14])=[CH:12][C:11]([C:15]([NH:17][C:18]3[CH:23]=[CH:22][C:21]([CH:24]=O)=[CH:20][CH:19]=3)=[O:16])=[N:10]2)[CH:7]=1.[CH3:31][NH:32][CH3:33].C(O[BH-](OC(=O)C)OC(=O)C)(=O)C.[Na+].C(O)(=O)C. The catalyst is O1CCCC1.C(O)C.[Cl-].[Na+].O.C(OCC)(=O)C. The product is [ClH:1].[Cl:1][C:2]1[CH:3]=[CH:4][C:5]([O:26][CH2:27][CH:28]([CH3:30])[CH3:29])=[C:6]([CH2:8][N:9]2[C:13]([CH3:14])=[CH:12][C:11]([C:15]([NH:17][C:18]3[CH:19]=[CH:20][C:21]([CH2:24][N:32]([CH3:33])[CH3:31])=[CH:22][CH:23]=3)=[O:16])=[N:10]2)[CH:7]=1. The yield is 0.570. (5) The reactants are FC(F)(F)C(OC(=O)C(F)(F)F)=O.[Br:14][CH2:15][CH2:16][C:17]([OH:19])=[O:18].[C:20]([C:24]([C:27]([O:30][C:31]([C:37]([O:40][C:41]([CH2:47]O)([C:43]([F:46])([F:45])[F:44])[F:42])([F:39])[F:38])([C:33]([F:36])([F:35])[F:34])[F:32])([F:29])[F:28])([F:26])[F:25])([F:23])([F:22])[F:21]. The catalyst is O. The product is [Br:14][CH2:15][CH2:16][C:17]([O:19][CH2:47][C:41]([O:40][C:37]([C:31]([O:30][C:27]([C:24]([C:20]([F:21])([F:22])[F:23])([F:25])[F:26])([F:28])[F:29])([C:33]([F:36])([F:35])[F:34])[F:32])([F:39])[F:38])([C:43]([F:46])([F:45])[F:44])[F:42])=[O:18]. The yield is 0.800. (6) The reactants are [N:1]1[CH:6]=[CH:5][C:4]([C:7]2[N:11]3[CH2:12][CH2:13][CH2:14][NH:15][C:10]3=[N:9][N:8]=2)=[CH:3][CH:2]=1.Cl[CH2:17][C:18]1[O:22][C:21]([C:23]2[CH:24]=[C:25]([CH:28]=[CH:29][CH:30]=2)[C:26]#[N:27])=[N:20][N:19]=1.C([O-])([O-])=O.[K+].[K+]. The catalyst is CC(=O)CC. The product is [N:1]1[CH:6]=[CH:5][C:4]([C:7]2[N:11]3[CH2:12][CH2:13][CH2:14][N:15]([CH2:17][C:18]4[O:22][C:21]([C:23]5[CH:24]=[C:25]([CH:28]=[CH:29][CH:30]=5)[C:26]#[N:27])=[N:20][N:19]=4)[C:10]3=[N:9][N:8]=2)=[CH:3][CH:2]=1. The yield is 0.160. (7) The reactants are [C:1]1([CH2:7][CH2:8][CH2:9][CH2:10][O:11][CH2:12][CH2:13][CH:14]=[O:15])[CH:6]=[CH:5][CH:4]=[CH:3][CH:2]=1.[CH2:16]([Mg]Br)[CH2:17][CH:18]=[CH2:19].C(O)(=O)C. The catalyst is C1COCC1. The product is [C:1]1([CH2:7][CH2:8][CH2:9][CH2:10][O:11][CH2:12][CH2:13][CH:14]([OH:15])[CH2:19][CH2:18][CH:17]=[CH2:16])[CH:6]=[CH:5][CH:4]=[CH:3][CH:2]=1. The yield is 0.540. (8) The reactants are [CH3:1][O:2][C:3]1[CH:8]=[CH:7][CH:6]=[CH:5][C:4]=1[C:9]1[NH:10][C:11]2[C:16]([CH:17]=1)=[CH:15][C:14]([C:18]1[C:23]3([CH2:27][CH2:26][CH2:25][CH2:24]3)[CH2:22][N:21]([CH2:28][CH2:29][N:30](C)[C:31](=O)OC(C)(C)C)[CH2:20][CH:19]=1)=[CH:13][CH:12]=2.C(O)(C(F)(F)F)=O. The catalyst is [Pd].CO.ClC(Cl)C. The product is [CH3:1][O:2][C:3]1[CH:8]=[CH:7][CH:6]=[CH:5][C:4]=1[C:9]1[NH:10][C:11]2[C:16]([CH:17]=1)=[CH:15][C:14]([CH:18]1[C:23]3([CH2:24][CH2:25][CH2:26][CH2:27]3)[CH2:22][N:21]([CH2:28][CH2:29][NH:30][CH3:31])[CH2:20][CH2:19]1)=[CH:13][CH:12]=2. The yield is 0.720.